Regression. Given a peptide amino acid sequence and an MHC pseudo amino acid sequence, predict their binding affinity value. This is MHC class I binding data. From a dataset of Peptide-MHC class I binding affinity with 185,985 pairs from IEDB/IMGT. (1) The peptide sequence is KLTQGRQTY. The MHC is HLA-A11:01 with pseudo-sequence HLA-A11:01. The binding affinity (normalized) is 0.0847. (2) The peptide sequence is WMFRIRIIL. The MHC is HLA-A03:01 with pseudo-sequence HLA-A03:01. The binding affinity (normalized) is 0.0847. (3) The peptide sequence is GRRPLKNRK. The MHC is HLA-B58:01 with pseudo-sequence HLA-B58:01. The binding affinity (normalized) is 0.0847. (4) The peptide sequence is TTIGEWAFW. The MHC is HLA-B15:01 with pseudo-sequence HLA-B15:01. The binding affinity (normalized) is 0.0847. (5) The peptide sequence is FENLWVTVY. The MHC is Mamu-A11 with pseudo-sequence Mamu-A11. The binding affinity (normalized) is 0.236. (6) The peptide sequence is ATYGIIVPV. The MHC is HLA-A02:02 with pseudo-sequence HLA-A02:02. The binding affinity (normalized) is 0.936.